This data is from Forward reaction prediction with 1.9M reactions from USPTO patents (1976-2016). The task is: Predict the product of the given reaction. (1) The product is: [F:27][CH:26]([F:28])[O:25][C:21]1[C:22]([CH3:24])=[CH:23][C:18]([C:8]2([C:6]3[CH:5]=[CH:4][N:3]=[C:2]([C:34]4[CH:35]=[N:30][CH:31]=[N:32][CH:33]=4)[CH:7]=3)[C:16]3[C:11](=[N:12][CH:13]=[CH:14][CH:15]=3)[C:10]([NH2:17])=[N:9]2)=[CH:19][C:20]=1[CH3:29]. Given the reactants Cl[C:2]1[CH:7]=[C:6]([C:8]2([C:18]3[CH:23]=[C:22]([CH3:24])[C:21]([O:25][CH:26]([F:28])[F:27])=[C:20]([CH3:29])[CH:19]=3)[C:16]3[C:11](=[N:12][CH:13]=[CH:14][CH:15]=3)[C:10]([NH2:17])=[N:9]2)[CH:5]=[CH:4][N:3]=1.[N:30]1[CH:35]=[C:34](B(O)O)[CH:33]=[N:32][CH:31]=1.C([O-])([O-])=O.[K+].[K+], predict the reaction product. (2) Given the reactants [CH3:1][C:2]([C:4]1[CH:5]=[CH:6][CH:7]=[C:8]([OH:10])[CH:9]=1)=[O:3].C(=O)([O-])[O-].[K+].[K+].[CH2:17](Br)[C:18]1[CH:23]=[CH:22][CH:21]=[CH:20][CH:19]=1, predict the reaction product. The product is: [CH2:17]([O:10][C:8]1[CH:9]=[C:4]([C:2](=[O:3])[CH3:1])[CH:5]=[CH:6][CH:7]=1)[C:18]1[CH:23]=[CH:22][CH:21]=[CH:20][CH:19]=1.